This data is from Full USPTO retrosynthesis dataset with 1.9M reactions from patents (1976-2016). The task is: Predict the reactants needed to synthesize the given product. (1) Given the product [N:1]1([CH2:6][C:7]2[CH:16]=[CH:15][C:10]([CH2:11][N:21]3[CH:20]=[C:19]4[C:23]([CH:24]=[CH:25][CH:26]=[C:18]4[Br:17])=[N:22]3)=[CH:9][CH:8]=2)[CH:5]=[CH:4][CH:3]=[N:2]1, predict the reactants needed to synthesize it. The reactants are: [N:1]1([CH2:6][C:7]2[CH:16]=[CH:15][C:10]([C:11](OC)=O)=[CH:9][CH:8]=2)[CH:5]=[CH:4][CH:3]=[N:2]1.[Br:17][C:18]1[C:19]2[C:23]([CH:24]=[CH:25][CH:26]=1)=[N:22][NH:21][CH:20]=2.C1(P(C2C=CC=CC=2)C2C=CC=CC=2)C=CC=CC=1.C1C=CC(COC(/N=N/C(OCC2C=CC=CC=2)=O)=O)=CC=1. (2) Given the product [CH2:28]([O:27][C:25](=[O:26])[CH2:24][N:10]1[C:11]2[C@:12]3([CH3:22])[C:19]([CH3:21])([CH3:20])[C@@H:15]([CH2:14][CH2:13]3)[C:16]=2[C:17](=[O:18])[N:9]1[C:3]1[CH:4]=[CH:5][C:6]([F:8])=[CH:7][C:2]=1[F:1])[CH3:29], predict the reactants needed to synthesize it. The reactants are: [F:1][C:2]1[CH:7]=[C:6]([F:8])[CH:5]=[CH:4][C:3]=1[N:9]1[C:17](=[O:18])[C:16]2[C@H:15]3[C:19]([CH3:21])([CH3:20])[C@:12]([CH3:22])([CH2:13][CH2:14]3)[C:11]=2[NH:10]1.I[CH2:24][C:25]([O:27][CH2:28][CH3:29])=[O:26]. (3) Given the product [NH2:14][C:17]1[CH:25]=[CH:24][C:23]([O:26][CH3:27])=[CH:22][C:18]=1[C:19]([OH:21])=[O:20], predict the reactants needed to synthesize it. The reactants are: COC1C=CC2SCCNCC=2C=1.[N+:14]([C:17]1[CH:25]=[CH:24][C:23]([O:26][CH3:27])=[CH:22][C:18]=1[C:19]([OH:21])=[O:20])([O-])=O. (4) The reactants are: CC(=NO)C(C)=NO.[BH4-].[Na+].[CH:11]1([CH2:17][O:18][C:19]2[CH:32]=[CH:31][C:22]([CH:23]=[C:24]3[S:28][C:27](=[O:29])[NH:26][C:25]3=[O:30])=[CH:21][CH:20]=2)[CH2:16][CH2:15][CH2:14][CH2:13][CH2:12]1.C(O)(=O)C. Given the product [CH:11]1([CH2:17][O:18][C:19]2[CH:32]=[CH:31][C:22]([CH2:23][CH:24]3[S:28][C:27](=[O:29])[NH:26][C:25]3=[O:30])=[CH:21][CH:20]=2)[CH2:16][CH2:15][CH2:14][CH2:13][CH2:12]1, predict the reactants needed to synthesize it. (5) Given the product [CH2:1]([O:5][CH2:6][C:7]1[CH:12]=[C:11]([Cl:13])[C:10]([CH2:14][C:15]2[CH:16]=[CH:17][C:18]([CH2:21][CH3:22])=[CH:19][CH:20]=2)=[CH:9][C:8]=1[C@H:23]1[C@H:28]([OH:29])[C@@H:27]([OH:30])[C@H:26]([OH:31])[C@@H:25]([CH2:32][OH:33])[O:24]1)[CH2:2][C:3]#[CH:4], predict the reactants needed to synthesize it. The reactants are: [CH2:1]([O:5][CH2:6][C:7]1[CH:12]=[C:11]([Cl:13])[C:10]([CH2:14][C:15]2[CH:20]=[CH:19][C:18]([CH2:21][CH3:22])=[CH:17][CH:16]=2)=[CH:9][C:8]=1[C:23]1(OC)[C@H:28]([OH:29])[C@@H:27]([OH:30])[C@H:26]([OH:31])[C@@H:25]([CH2:32][OH:33])[O:24]1)[CH2:2][C:3]#[CH:4].CC#N.[SiH](CC)(CC)CC.B(F)(F)F.CCOCC. (6) Given the product [N:25]1([C:2]2[N:10]=[C:9]3[C:5]([N:6]=[CH:7][N:8]3[C:11]3[CH:12]=[C:13]([CH3:17])[CH:14]=[CH:15][CH:16]=3)=[C:4]([C:18]3[CH:19]=[N:20][C:21]([NH2:24])=[N:22][CH:23]=3)[N:3]=2)[CH2:30][CH2:29][O:28][CH2:27][CH2:26]1, predict the reactants needed to synthesize it. The reactants are: Cl[C:2]1[N:10]=[C:9]2[C:5]([N:6]=[CH:7][N:8]2[C:11]2[CH:12]=[C:13]([CH3:17])[CH:14]=[CH:15][CH:16]=2)=[C:4]([C:18]2[CH:19]=[N:20][C:21]([NH2:24])=[N:22][CH:23]=2)[N:3]=1.[NH:25]1[CH2:30][CH2:29][O:28][CH2:27][CH2:26]1. (7) Given the product [CH2:1]([N:8]1[CH:9]2[CH2:15][CH2:14][CH:13]1[CH2:12][CH:11]([NH:16][C:23](=[O:27])[CH:24]([CH3:26])[CH3:25])[CH2:10]2)[C:2]1[CH:3]=[CH:4][CH:5]=[CH:6][CH:7]=1, predict the reactants needed to synthesize it. The reactants are: [CH2:1]([N:8]1[CH:13]2[CH2:14][CH2:15][CH:9]1[CH2:10][CH:11]([NH2:16])[CH2:12]2)[C:2]1[CH:7]=[CH:6][CH:5]=[CH:4][CH:3]=1.C([O-])([O-])=O.[Na+].[Na+].[C:23](Cl)(=[O:27])[CH:24]([CH3:26])[CH3:25]. (8) Given the product [C:9]([Si:6]([CH3:8])([CH3:7])[O:14][C@@H:15]1[CH2:19][NH:18][C:17](=[O:20])[CH2:16]1)([CH3:12])([CH3:11])[CH3:10], predict the reactants needed to synthesize it. The reactants are: N1C=CN=C1.[Si:6](Cl)([C:9]([CH3:12])([CH3:11])[CH3:10])([CH3:8])[CH3:7].[OH:14][C@@H:15]1[CH2:19][NH:18][C:17](=[O:20])[CH2:16]1.Cl.